This data is from Full USPTO retrosynthesis dataset with 1.9M reactions from patents (1976-2016). The task is: Predict the reactants needed to synthesize the given product. (1) Given the product [CH3:1][N:2]1[CH2:3][CH2:4][N:5]([S:8]([C:11]2[CH:16]=[CH:15][C:14]([C:17]([F:20])([F:19])[F:18])=[CH:13][C:12]=2[NH2:21])(=[O:10])=[O:9])[CH2:6][CH2:7]1, predict the reactants needed to synthesize it. The reactants are: [CH3:1][N:2]1[CH2:7][CH2:6][N:5]([S:8]([C:11]2[CH:16]=[CH:15][C:14]([C:17]([F:20])([F:19])[F:18])=[CH:13][C:12]=2[N+:21]([O-])=O)(=[O:10])=[O:9])[CH2:4][CH2:3]1.[H][H]. (2) Given the product [I:47][CH2:2][CH2:3][CH2:4][CH2:5][CH2:6][CH2:7][CH2:8][CH2:9][CH2:10][CH2:11][CH2:12][CH2:13][CH2:14][CH2:15][CH2:16][CH2:17][C:18]([O:20][CH2:21][CH3:22])=[O:19], predict the reactants needed to synthesize it. The reactants are: O[CH2:2][CH2:3][CH2:4][CH2:5][CH2:6][CH2:7][CH2:8][CH2:9][CH2:10][CH2:11][CH2:12][CH2:13][CH2:14][CH2:15][CH2:16][CH2:17][C:18]([O:20][CH2:21][CH3:22])=[O:19].C1C=CC(P(C2C=CC=CC=2)C2C=CC=CC=2)=CC=1.N1C=CN=C1.[I:47]C1C=CC(CCCCCCCCCCCCCCCCCCO)=CC=1. (3) Given the product [F:7][C:8]1[CH:9]=[C:10]([CH:22]=[CH:23][CH:24]=1)[CH2:11][O:12][CH2:13][C:14]1[CH:21]=[CH:20][C:17]([CH2:18][NH2:19])=[CH:16][CH:15]=1, predict the reactants needed to synthesize it. The reactants are: [H-].[H-].[H-].[H-].[Li+].[Al+3].[F:7][C:8]1[CH:9]=[C:10]([CH:22]=[CH:23][CH:24]=1)[CH2:11][O:12][CH2:13][C:14]1[CH:21]=[CH:20][C:17]([C:18]#[N:19])=[CH:16][CH:15]=1.O.[OH-].[Na+].